Dataset: CYP1A2 inhibition data for predicting drug metabolism from PubChem BioAssay. Task: Regression/Classification. Given a drug SMILES string, predict its absorption, distribution, metabolism, or excretion properties. Task type varies by dataset: regression for continuous measurements (e.g., permeability, clearance, half-life) or binary classification for categorical outcomes (e.g., BBB penetration, CYP inhibition). Dataset: cyp1a2_veith. (1) The molecule is CCCCN(C)CCCNC(=O)CS(=O)Cc1nc(-c2ccc(OC)c(OC)c2)oc1C. The result is 0 (non-inhibitor). (2) The molecule is Nc1nc(SC/C=C\c2ccccc2)c2[nH]cnc2n1. The result is 1 (inhibitor). (3) The molecule is O=C(N/N=C/c1ccc(Cl)cc1Cl)Nc1ccccc1. The result is 1 (inhibitor). (4) The compound is C=CC(C)(C)c1[nH]c2ccccc2c1C1=C(O)C(=O)C(c2c[nH]c3c(CC=C(C)C)cccc23)=C(O)C1=O. The result is 1 (inhibitor). (5) The compound is COCC(=O)N1CCC[C@@]2(CCN(Cc3ccccc3)C2)C1. The result is 0 (non-inhibitor). (6) The molecule is Cn1cccc1C(=O)N1CCC2(CC1)CN(Cc1ccc(C#N)cc1)C2. The result is 0 (non-inhibitor). (7) The drug is O=C(c1ccccc1)c1nn(-c2ccccc2)c(=O)cc1C(F)(F)F. The result is 1 (inhibitor).